From a dataset of Forward reaction prediction with 1.9M reactions from USPTO patents (1976-2016). Predict the product of the given reaction. (1) Given the reactants [NH:1]1[CH2:5][CH2:4][CH2:3][CH2:2]1.[CH:6]1([N:9]([CH:36]2[CH2:38][CH2:37]2)[C:10]([C:12]2[N:33]([CH2:34][CH3:35])[C:15]3=[N:16][C:17]([NH:24][C:25]4[S:26][C:27]([C:30](O)=[O:31])=[CH:28][N:29]=4)=[C:18]4[N:22]=[CH:21][N:20]([CH3:23])[C:19]4=[C:14]3[CH:13]=2)=[O:11])[CH2:8][CH2:7]1, predict the reaction product. The product is: [CH:36]1([N:9]([CH:6]2[CH2:7][CH2:8]2)[C:10]([C:12]2[N:33]([CH2:34][CH3:35])[C:15]3=[N:16][C:17]([NH:24][C:25]4[S:26][C:27]([C:30]([N:1]5[CH2:5][CH2:4][CH2:3][CH2:2]5)=[O:31])=[CH:28][N:29]=4)=[C:18]4[N:22]=[CH:21][N:20]([CH3:23])[C:19]4=[C:14]3[CH:13]=2)=[O:11])[CH2:37][CH2:38]1. (2) The product is: [F:26][C:27]1[CH:28]=[C:29]([C:34](=[O:62])[C:35](=[C:53]2[NH:54][C:55]3[CH:61]=[CH:60][CH:59]=[CH:58][C:56]=3[NH:57]2)[C:36]([C:38]2[CH:39]=[C:40]([S:44]([NH:47][C:48](=[NH:52])[C:49](=[O:51])[CH3:50])(=[O:45])=[O:46])[CH:41]=[CH:42][CH:43]=2)=[O:37])[CH:30]=[C:31]([F:33])[CH:32]=1. Given the reactants CC(OI1(OC(C)=O)(OC(C)=O)OC(=O)C2C=CC=CC1=2)=O.ClCCl.[F:26][C:27]1[CH:28]=[C:29]([C:34](=[O:62])[C:35](=[C:53]2[NH:57][C:56]3[CH:58]=[CH:59][CH:60]=[CH:61][C:55]=3[NH:54]2)[C:36]([C:38]2[CH:39]=[C:40]([S:44]([NH:47][C:48](=[NH:52])[CH:49]([OH:51])[CH3:50])(=[O:46])=[O:45])[CH:41]=[CH:42][CH:43]=2)=[O:37])[CH:30]=[C:31]([F:33])[CH:32]=1, predict the reaction product.